This data is from Full USPTO retrosynthesis dataset with 1.9M reactions from patents (1976-2016). The task is: Predict the reactants needed to synthesize the given product. (1) Given the product [O:42]1[C:38]2[CH:37]=[CH:36][C:35]([C:2]3[CH:7]=[CH:6][C:5]([C:8]4[N:13]([CH2:14][C@@H:15]5[CH2:19][CH2:18][N:17]([C:20]([CH:22]6[CH2:23][CH2:24]6)=[O:21])[CH2:16]5)[C:12](=[O:25])[CH:11]=[C:10]([CH3:26])[N:9]=4)=[CH:4][CH:3]=3)=[CH:43][C:39]=2[CH:40]=[CH:41]1, predict the reactants needed to synthesize it. The reactants are: Br[C:2]1[CH:7]=[CH:6][C:5]([C:8]2[N:13]([CH2:14][C@@H:15]3[CH2:19][CH2:18][N:17]([C:20]([CH:22]4[CH2:24][CH2:23]4)=[O:21])[CH2:16]3)[C:12](=[O:25])[CH:11]=[C:10]([CH3:26])[N:9]=2)=[CH:4][CH:3]=1.CC1(C)C(C)(C)OB([C:35]2[CH:36]=[CH:37][C:38]3[O:42][CH:41]=[CH:40][C:39]=3[CH:43]=2)O1.C([O-])([O-])=O.[K+].[K+].CO. (2) The reactants are: [OH:1][C:2]1[CH:7]=[CH:6][N:5]=[CH:4][C:3]=1[NH:8][S:9]([C:12]1[CH:17]=[CH:16][C:15](C(F)(F)F)=[CH:14][CH:13]=1)(=[O:11])=[O:10].[F:22][C:23]([F:36])([F:35])[O:24]C1C=CC(S(Cl)(=O)=O)=CC=1.C1(S(Cl)(=O)=O)C=CC=CC=1. Given the product [OH:1][C:2]1[CH:7]=[CH:6][N:5]=[CH:4][C:3]=1[NH:8][S:9]([C:12]1[CH:13]=[CH:14][C:15]([O:24][C:23]([F:36])([F:35])[F:22])=[CH:16][CH:17]=1)(=[O:10])=[O:11], predict the reactants needed to synthesize it. (3) Given the product [ClH:27].[C:1]([O:4][CH2:5][C@@H:6]([NH2:19])[CH2:7][C:8]1[CH:9]=[CH:10][C:11]([O:14][CH2:15][C:16]#[C:17][CH3:18])=[CH:12][CH:13]=1)(=[O:3])[CH3:2], predict the reactants needed to synthesize it. The reactants are: [C:1]([O:4][CH2:5][C@@H:6]([NH:19]C(OC(C)(C)C)=O)[CH2:7][C:8]1[CH:13]=[CH:12][C:11]([O:14][CH2:15][C:16]#[C:17][CH3:18])=[CH:10][CH:9]=1)(=[O:3])[CH3:2].[ClH:27].C(OCC)(=O)C.